This data is from Full USPTO retrosynthesis dataset with 1.9M reactions from patents (1976-2016). The task is: Predict the reactants needed to synthesize the given product. Given the product [CH3:41][NH:42][C@H:32]([CH3:33])[CH2:31][O:25][C:22]1[CH:21]=[CH:20][C:19]([O:18][C:15]2[CH:16]=[C:17]3[C:12](=[CH:13][CH:14]=2)[N:11]=[CH:10][N:9]=[C:8]3[NH:7][C:4]2[CH:5]=[CH:6][N:2]([CH3:1])[N:3]=2)=[N:24][CH:23]=1, predict the reactants needed to synthesize it. The reactants are: [CH3:1][N:2]1[CH:6]=[CH:5][C:4]([NH:7][C:8]2[C:17]3[C:12](=[CH:13][CH:14]=[C:15]([O:18][C:19]4[N:24]=[CH:23][C:22]([OH:25])=[CH:21][CH:20]=4)[CH:16]=3)[N:11]=[CH:10][N:9]=2)=[N:3]1.CS(O[CH2:31][C@H:32](OC1CCCCO1)[CH3:33])(=O)=O.[CH3:41][NH2:42].O1CCCC1.